This data is from Forward reaction prediction with 1.9M reactions from USPTO patents (1976-2016). The task is: Predict the product of the given reaction. Given the reactants Br[C:2]1[CH:3]=[C:4]2[C@:15]3([N:20]=[C:19]([NH2:21])[CH2:18][O:17][CH2:16]3)[C:14]3[CH:13]=[C:12]([O:22][CH2:23][C:24]([CH3:27])([CH3:26])[CH3:25])[N:11]=[CH:10][C:9]=3[O:8][C:5]2=[CH:6][CH:7]=1.[F:28][C:29]1[C:34](B(O)O)=[CH:33][CH:32]=[CH:31][N:30]=1.P([O-])([O-])([O-])=O.[K+].[K+].[K+], predict the reaction product. The product is: [F:28][C:29]1[C:34]([C:2]2[CH:3]=[C:4]3[C@:15]4([N:20]=[C:19]([NH2:21])[CH2:18][O:17][CH2:16]4)[C:14]4[CH:13]=[C:12]([O:22][CH2:23][C:24]([CH3:27])([CH3:26])[CH3:25])[N:11]=[CH:10][C:9]=4[O:8][C:5]3=[CH:6][CH:7]=2)=[CH:33][CH:32]=[CH:31][N:30]=1.